From a dataset of Catalyst prediction with 721,799 reactions and 888 catalyst types from USPTO. Predict which catalyst facilitates the given reaction. (1) Reactant: [F:1][C:2]1[CH:7]=[CH:6][CH:5]=[C:4]([N+:8]([O-:10])=[O:9])[C:3]=1F.Cl.[CH3:13][O:14][C:15](=[O:19])[CH2:16][CH2:17][NH2:18].[F-].[K+].C1OCCOCCOCCOCCOCCOC1.C(N(C(C)C)CC)(C)C. Product: [CH3:13][O:14][C:15](=[O:19])[CH2:16][CH2:17][NH:18][C:3]1[C:4]([N+:8]([O-:10])=[O:9])=[CH:5][CH:6]=[CH:7][C:2]=1[F:1]. The catalyst class is: 10. (2) Reactant: [CH3:1][C:2]1[CH:7]=[CH:6][N:5]=[C:4]([NH:8][C:9]([NH2:11])=[S:10])[CH:3]=1.Br[CH:13]([CH:16]=O)[CH:14]=[O:15].C([O-])(=O)C.[Na+]. Product: [CH3:1][C:2]1[CH:7]=[CH:6][N:5]=[C:4]([NH:8][C:9]2[S:10][C:13]([CH:14]=[O:15])=[CH:16][N:11]=2)[CH:3]=1. The catalyst class is: 86. (3) Reactant: C(O[BH-](OC(=O)C)OC(=O)C)(=O)C.[Na+].[CH2:15]([O:17][C:18]1[CH:46]=[CH:45][C:21]([CH2:22][N:23]2[C:31]3[CH:30]=[CH:29][C:28]([C:32]([N:34]4[CH2:39][CH2:38][CH:37]([CH3:40])[CH2:36][CH2:35]4)=[O:33])=[CH:27][C:26]=3[C:25]3[CH2:41][NH:42][CH2:43][CH2:44][C:24]2=3)=[CH:20][CH:19]=1)[CH3:16].[C:47]([OH:53])([C:49]([F:52])([F:51])[F:50])=[O:48].C(=O)([O-])[O-].[C:58]1(=O)[CH2:61][CH2:60][CH2:59]1. Product: [CH:58]1([N:42]2[CH2:43][CH2:44][C:24]3[N:23]([CH2:22][C:21]4[CH:20]=[CH:19][C:18]([O:17][CH2:15][CH3:16])=[CH:46][CH:45]=4)[C:31]4[CH:30]=[CH:29][C:28]([C:32]([N:34]5[CH2:35][CH2:36][CH:37]([CH3:40])[CH2:38][CH2:39]5)=[O:33])=[CH:27][C:26]=4[C:25]=3[CH2:41]2)[CH2:61][CH2:60][CH2:59]1.[C:47]([OH:53])([C:49]([F:52])([F:51])[F:50])=[O:48]. The catalyst class is: 4. (4) Reactant: [CH3:1][C:2]([CH3:13])([C:7](=O)[C:8](OC)=[O:9])[C:3]([O:5][CH3:6])=[O:4].[F:14][C:15]1[CH:33]=[CH:32][CH:31]=[CH:30][C:16]=1[CH2:17][N:18]1[C:22]2[CH2:23][CH2:24][CH2:25][C:21]=2[C:20]([C:26](=[NH:29])[NH:27][NH2:28])=[N:19]1. Product: [F:14][C:15]1[CH:33]=[CH:32][CH:31]=[CH:30][C:16]=1[CH2:17][N:18]1[C:22]2[CH2:23][CH2:24][CH2:25][C:21]=2[C:20]([C:26]2[N:27]=[N:28][C:7]([C:2]([CH3:13])([CH3:1])[C:3]([O:5][CH3:6])=[O:4])=[C:8]([OH:9])[N:29]=2)=[N:19]1. The catalyst class is: 8. (5) Reactant: O=C1C2C(=CC=CC=2)C(=O)[N:3]1[O:12][CH2:13][C:14]([O:16][C:17]([CH3:20])([CH3:19])[CH3:18])=[O:15].O.NN. Product: [NH2:3][O:12][CH2:13][C:14]([O:16][C:17]([CH3:20])([CH3:19])[CH3:18])=[O:15]. The catalyst class is: 111. (6) Reactant: [O-]CC.[Na+].[C:5]([O:13]CC)(=O)[CH2:6][C:7]([O:9][CH2:10][CH3:11])=[O:8].[N:16]([CH2:19][C:20]1[CH:25]=[C:24]([C:26]([F:29])([F:28])[F:27])[CH:23]=[C:22]([C:30]([F:33])([F:32])[F:31])[CH:21]=1)=[N+:17]=[N-:18]. Product: [CH2:10]([O:9][C:7]([C:6]1[N:18]=[N:17][N:16]([CH2:19][C:20]2[CH:21]=[C:22]([C:30]([F:33])([F:32])[F:31])[CH:23]=[C:24]([C:26]([F:27])([F:28])[F:29])[CH:25]=2)[C:5]=1[OH:13])=[O:8])[CH3:11]. The catalyst class is: 14. (7) Reactant: [H-].[Na+].CI.[CH2:5]([OH:12])[CH2:6][CH2:7][CH2:8][CH2:9][C:10]#[CH:11].[CH3:13]COCC. Product: [CH3:13][O:12][CH2:5][CH2:6][CH2:7][CH2:8][CH2:9][C:10]#[CH:11]. The catalyst class is: 18.